This data is from NCI-60 drug combinations with 297,098 pairs across 59 cell lines. The task is: Regression. Given two drug SMILES strings and cell line genomic features, predict the synergy score measuring deviation from expected non-interaction effect. (1) Drug 1: CC1C(C(CC(O1)OC2CC(CC3=C2C(=C4C(=C3O)C(=O)C5=C(C4=O)C(=CC=C5)OC)O)(C(=O)C)O)N)O.Cl. Drug 2: N.N.Cl[Pt+2]Cl. Cell line: EKVX. Synergy scores: CSS=-1.30, Synergy_ZIP=-1.11, Synergy_Bliss=-4.86, Synergy_Loewe=-8.99, Synergy_HSA=-5.54. (2) Drug 1: C1=CC=C(C=C1)NC(=O)CCCCCCC(=O)NO. Drug 2: CCC1(C2=C(COC1=O)C(=O)N3CC4=CC5=C(C=CC(=C5CN(C)C)O)N=C4C3=C2)O.Cl. Cell line: SNB-75. Synergy scores: CSS=25.9, Synergy_ZIP=-7.01, Synergy_Bliss=4.41, Synergy_Loewe=-7.00, Synergy_HSA=2.25. (3) Drug 1: CC1=CC2C(CCC3(C2CCC3(C(=O)C)OC(=O)C)C)C4(C1=CC(=O)CC4)C. Drug 2: C1=NNC2=C1C(=O)NC=N2. Cell line: SN12C. Synergy scores: CSS=3.32, Synergy_ZIP=-0.759, Synergy_Bliss=2.33, Synergy_Loewe=2.55, Synergy_HSA=1.98. (4) Drug 1: CC=C1C(=O)NC(C(=O)OC2CC(=O)NC(C(=O)NC(CSSCCC=C2)C(=O)N1)C(C)C)C(C)C. Drug 2: CC1=C(C(=CC=C1)Cl)NC(=O)C2=CN=C(S2)NC3=CC(=NC(=N3)C)N4CCN(CC4)CCO. Cell line: ACHN. Synergy scores: CSS=46.3, Synergy_ZIP=-3.40, Synergy_Bliss=-4.93, Synergy_Loewe=-51.2, Synergy_HSA=-4.15. (5) Drug 1: CCC1=CC2CC(C3=C(CN(C2)C1)C4=CC=CC=C4N3)(C5=C(C=C6C(=C5)C78CCN9C7C(C=CC9)(C(C(C8N6C)(C(=O)OC)O)OC(=O)C)CC)OC)C(=O)OC.C(C(C(=O)O)O)(C(=O)O)O. Drug 2: CC(C)CN1C=NC2=C1C3=CC=CC=C3N=C2N. Cell line: HS 578T. Synergy scores: CSS=58.1, Synergy_ZIP=4.01, Synergy_Bliss=4.46, Synergy_Loewe=-8.98, Synergy_HSA=0.0236. (6) Cell line: CAKI-1. Drug 1: CC(CN1CC(=O)NC(=O)C1)N2CC(=O)NC(=O)C2. Drug 2: CC(C1=C(C=CC(=C1Cl)F)Cl)OC2=C(N=CC(=C2)C3=CN(N=C3)C4CCNCC4)N. Synergy scores: CSS=24.5, Synergy_ZIP=-12.5, Synergy_Bliss=-10.7, Synergy_Loewe=-6.27, Synergy_HSA=-6.13. (7) Drug 1: C(CN)CNCCSP(=O)(O)O. Drug 2: CC1C(C(CC(O1)OC2CC(CC3=C2C(=C4C(=C3O)C(=O)C5=CC=CC=C5C4=O)O)(C(=O)C)O)N)O. Cell line: M14. Synergy scores: CSS=41.6, Synergy_ZIP=2.36, Synergy_Bliss=4.75, Synergy_Loewe=-35.5, Synergy_HSA=4.28. (8) Drug 1: C1=CC=C(C=C1)NC(=O)CCCCCCC(=O)NO. Drug 2: C1C(C(OC1N2C=NC(=NC2=O)N)CO)O. Cell line: NCI-H322M. Synergy scores: CSS=5.42, Synergy_ZIP=-2.58, Synergy_Bliss=0.775, Synergy_Loewe=1.94, Synergy_HSA=2.12.